Dataset: Catalyst prediction with 721,799 reactions and 888 catalyst types from USPTO. Task: Predict which catalyst facilitates the given reaction. (1) Reactant: Br[C:2]1[C:9]([CH3:10])=[CH:8][C:7]([CH3:11])=[C:6]([CH3:12])[C:3]=1[CH:4]=[O:5].[CH:13](/B(O)O)=[CH:14]\C.[C:19](=O)([O-])[O-].[K+].[K+]. Product: [CH3:19][C:2]1[C:9]([CH3:10])=[CH:8][C:7]([CH3:11])=[C:6](/[CH:12]=[CH:13]/[CH3:14])[C:3]=1[CH:4]=[O:5]. The catalyst class is: 149. (2) The catalyst class is: 10. Reactant: [N+:1]([C:4]1[CH:9]=[CH:8][CH:7]=[CH:6][C:5]=1/[CH:10]=[CH:11]/[C:12]1[CH:17]=[CH:16][CH:15]=[CH:14][N:13]=1)([O-:3])=[O:2].[C:18]1([CH3:29])[CH:23]=[CH:22][C:21]([S:24]([O:27]C)(=[O:26])=[O:25])=[CH:20][CH:19]=1. Product: [CH3:29][C:18]1[CH:19]=[CH:20][C:21]([S:24]([O-:27])(=[O:26])=[O:25])=[CH:22][CH:23]=1.[CH3:18][N+:13]1[CH:14]=[CH:15][CH:16]=[CH:17][C:12]=1/[CH:11]=[CH:10]/[C:5]1[CH:6]=[CH:7][CH:8]=[CH:9][C:4]=1[N+:1]([O-:3])=[O:2]. (3) Reactant: [Cl:1][C:2]1[CH:7]=[CH:6][C:5]([C@H:8]2[CH2:13][CH2:12][C@H:11]([C:14]([O:16][CH3:17])=[O:15])[CH2:10][CH2:9]2)=[CH:4][C:3]=1I.C([O-])(=O)C.[K+].[B:24]1([B:24]2[O:28][C:27]([CH3:30])([CH3:29])[C:26]([CH3:32])([CH3:31])[O:25]2)[O:28][C:27]([CH3:30])([CH3:29])[C:26]([CH3:32])([CH3:31])[O:25]1. Product: [Cl:1][C:2]1[CH:7]=[CH:6][C:5]([C@H:8]2[CH2:13][CH2:12][C@H:11]([C:14]([O:16][CH3:17])=[O:15])[CH2:10][CH2:9]2)=[CH:4][C:3]=1[B:24]1[O:28][C:27]([CH3:30])([CH3:29])[C:26]([CH3:32])([CH3:31])[O:25]1. The catalyst class is: 12. (4) Reactant: C(N(CC)C(C)C)(C)C.[O:10]1[CH2:15][CH2:14][CH2:13][CH2:12][CH:11]1[O:16][NH2:17].CN(C(ON1N=NC2C=CC=NC1=2)=[N+](C)C)C.F[P-](F)(F)(F)(F)F.[F:42][C:43]1[C:44]([C:61]2[CH:66]=[CH:65][C:64]([S:67][CH3:68])=[CH:63][CH:62]=2)=[CH:45][C:46](=[O:60])[N:47]([CH2:49][CH2:50][C@@:51]([CH3:59])([S:55]([CH3:58])(=[O:57])=[O:56])[C:52](O)=[O:53])[CH:48]=1. Product: [F:42][C:43]1[C:44]([C:61]2[CH:62]=[CH:63][C:64]([S:67][CH3:68])=[CH:65][CH:66]=2)=[CH:45][C:46](=[O:60])[N:47]([CH2:49][CH2:50][C@@:51]([CH3:59])([S:55]([CH3:58])(=[O:57])=[O:56])[C:52]([NH:17][O:16][CH:11]2[CH2:12][CH2:13][CH2:14][CH2:15][O:10]2)=[O:53])[CH:48]=1. The catalyst class is: 31. (5) Reactant: [O:1]1[C:5]2=[CH:6][N:7]=[CH:8][CH:9]=[C:4]2[C:3]([N:10]([C:14]2[CH:23]=[CH:22][C:21]3[C:16](=[CH:17][CH:18]=[CH:19][C:20]=3[O:24]C)[CH:15]=2)[CH2:11][CH2:12][OH:13])=[CH:2]1.B(Br)(Br)Br. Product: [O:1]1[C:5]2=[CH:6][N:7]=[CH:8][CH:9]=[C:4]2[C:3]([N:10]([CH2:11][CH2:12][OH:13])[C:14]2[CH:15]=[C:16]3[C:21](=[CH:22][CH:23]=2)[C:20]([OH:24])=[CH:19][CH:18]=[CH:17]3)=[CH:2]1. The catalyst class is: 2. (6) Reactant: [CH2:1]([N:8]1[CH:12]=[CH:11][C:10](C(O)=O)=[C:9]1[C:16]1[CH:21]=[CH:20][CH:19]=[CH:18][CH:17]=1)[C:2]1[CH:7]=[CH:6][CH:5]=[CH:4][CH:3]=1.C1C=CC(P([N:36]=[N+]=[N-])(C2C=CC=CC=2)=O)=CC=1.[CH3:39][Si:40]([CH3:45])([CH3:44])[CH2:41][CH2:42][OH:43].[C:46](=[O:49])([O-])O.[Na+]. The catalyst class is: 531. Product: [CH2:1]([N:8]1[CH:12]=[CH:11][C:10]([NH:36][C:46](=[O:49])[O:43][CH2:42][CH2:41][Si:40]([CH3:45])([CH3:44])[CH3:39])=[C:9]1[C:16]1[CH:17]=[CH:18][CH:19]=[CH:20][CH:21]=1)[C:2]1[CH:3]=[CH:4][CH:5]=[CH:6][CH:7]=1. (7) Reactant: [F:1][C:2]([F:13])([F:12])[C:3]([NH:5][C@@H:6]([CH2:10][CH3:11])[C:7]([OH:9])=O)=[O:4].O.O[N:16]1[C:20]2C=[CH:22][CH:23]=[CH:24][C:19]=2N=N1.Cl.CN(C)CCCN=C=NCC.C(N(CC)CC)C.C(N)CCC#C. Product: [CH2:20]([NH:16][C:7](=[O:9])[C@@H:6]([NH:5][C:3](=[O:4])[C:2]([F:1])([F:13])[F:12])[CH2:10][CH3:11])[CH2:19][CH2:24][C:23]#[CH:22]. The catalyst class is: 468. (8) Reactant: Cl[C:2]1[N:11]=[C:10]([NH:12][CH2:13][CH:14]([C:21]2[CH:26]=[CH:25][CH:24]=[CH:23][CH:22]=2)[C:15]2[CH:20]=[CH:19][CH:18]=[CH:17][CH:16]=2)[C:9]2[C:4](=[CH:5][CH:6]=[CH:7][CH:8]=2)[N:3]=1.NC1C(B(O)O)=CC=CN=1.N1C=CN2C=C(C3N=C([NH:56][CH2:57][CH:58](C4C=CC=CC=4)[N:59]4[CH2:64][CH2:63][CH2:62][CH2:61][CH2:60]4)C4C(=CC=CC=4)N=3)C=NC=12. Product: [C:15]1([CH:14]([C:21]2[CH:26]=[CH:25][CH:24]=[CH:23][CH:22]=2)[CH2:13][NH:12][C:10]2[C:9]3[C:4](=[CH:5][CH:6]=[CH:7][CH:8]=3)[N:3]=[C:2]([C:63]3[C:64]4[N:59]([CH:58]=[CH:57][N:56]=4)[CH:60]=[CH:61][CH:62]=3)[N:11]=2)[CH:20]=[CH:19][CH:18]=[CH:17][CH:16]=1. The catalyst class is: 91. (9) Reactant: C([N:8]1[C:16]([CH3:18])([CH3:17])[C:15]2[C:10](=[CH:11][CH:12]=[CH:13][CH:14]=2)[C:9]1([CH3:20])[CH3:19])C1C=CC=CC=1. Product: [CH3:17][C:16]1([CH3:18])[C:15]2[C:10](=[CH:11][CH:12]=[CH:13][CH:14]=2)[C:9]([CH3:20])([CH3:19])[NH:8]1. The catalyst class is: 285. (10) Reactant: [CH:1]1([C:7](=[O:22])[CH2:8][CH:9]2[C:17]3[C:12](=[CH:13][CH:14]=[CH:15][C:16]=3[F:18])[C:11]3=[CH:19][N:20]=[CH:21][N:10]23)[CH2:6][CH2:5][CH2:4][CH2:3][CH2:2]1.[BH4-].[Na+]. Product: [CH:1]1([CH:7]([OH:22])[CH2:8][CH:9]2[C:17]3[C:12](=[CH:13][CH:14]=[CH:15][C:16]=3[F:18])[C:11]3=[CH:19][N:20]=[CH:21][N:10]23)[CH2:6][CH2:5][CH2:4][CH2:3][CH2:2]1. The catalyst class is: 5.